This data is from Catalyst prediction with 721,799 reactions and 888 catalyst types from USPTO. The task is: Predict which catalyst facilitates the given reaction. Reactant: C[O:2][C:3](=O)[C:4]1[CH:9]=[C:8]([F:10])[CH:7]=[C:6]([F:11])[C:5]=1[C:12](=O)[CH:13]([C:26]1[N:30]([CH3:31])[N:29]=[CH:28][N:27]=1)[CH:14]([C:19]1[CH:24]=[CH:23][C:22]([F:25])=[CH:21][CH:20]=1)[CH2:15][N+:16]([O-:18])=[O:17].O.[NH2:35][NH2:36]. Product: [F:11][C:6]1[CH:7]=[C:8]([F:10])[CH:9]=[C:4]2[C:5]=1[C:12]([CH:13]([C:26]1[N:30]([CH3:31])[N:29]=[CH:28][N:27]=1)[CH:14]([C:19]1[CH:20]=[CH:21][C:22]([F:25])=[CH:23][CH:24]=1)[CH2:15][N+:16]([O-:18])=[O:17])=[N:35][NH:36][C:3]2=[O:2]. The catalyst class is: 5.